From a dataset of Forward reaction prediction with 1.9M reactions from USPTO patents (1976-2016). Predict the product of the given reaction. (1) Given the reactants [Cl:1][C:2]1[CH:17]=[C:16]([N+:18]([O-])=O)[CH:15]=[CH:14][C:3]=1[O:4][C:5]1[C:10]2[CH:11]=[N:12][S:13][C:9]=2[CH:8]=[CH:7][CH:6]=1.Cl.[OH-].[Na+], predict the reaction product. The product is: [S:13]1[C:9]2[CH:8]=[CH:7][CH:6]=[C:5]([O:4][C:3]3[CH:14]=[CH:15][C:16]([NH2:18])=[CH:17][C:2]=3[Cl:1])[C:10]=2[CH:11]=[N:12]1. (2) Given the reactants [Cl:1][C:2]1[CH:7]=[CH:6][C:5]([CH2:8]O)=[C:4]([O:10][CH2:11][C:12]2[CH:17]=[CH:16][CH:15]=[CH:14][CH:13]=2)[CH:3]=1.P(Br)(Br)[Br:19].C(=O)([O-])O.[Na+], predict the reaction product. The product is: [Br:19][CH2:8][C:5]1[CH:6]=[CH:7][C:2]([Cl:1])=[CH:3][C:4]=1[O:10][CH2:11][C:12]1[CH:17]=[CH:16][CH:15]=[CH:14][CH:13]=1. (3) Given the reactants [Br:1][C:2]1[CH:3]=[C:4]([OH:9])[CH:5]=[N:6][C:7]=1[CH3:8].Br[CH2:11][CH2:12][O:13][CH3:14], predict the reaction product. The product is: [Br:1][C:2]1[C:7]([CH3:8])=[N:6][CH:5]=[C:4]([O:9][CH2:11][CH2:12][O:13][CH3:14])[CH:3]=1.